From a dataset of Forward reaction prediction with 1.9M reactions from USPTO patents (1976-2016). Predict the product of the given reaction. (1) Given the reactants [CH3:1][Si]([N-][Si](C)(C)C)(C)C.[K+].[CH3:11][O:12][C:13](=[O:43])[NH:14][CH:15]1[CH2:24][C:23]2[C:18](=[CH:19][CH:20]=[CH:21][CH:22]=2)[N:17]([C:25](=[O:42])[CH2:26][C:27]([CH3:41])([CH3:40])[CH2:28][C@H:29]([NH:32][C:33]([O:35][C:36]([CH3:39])([CH3:38])[CH3:37])=[O:34])[CH:30]=O)[CH2:16]1.[Cl-].[NH4+], predict the reaction product. The product is: [CH3:11][O:12][C:13](=[O:43])[NH:14][CH:15]1[CH2:24][C:23]2[C:18](=[CH:19][CH:20]=[CH:21][CH:22]=2)[N:17]([C:25](=[O:42])[CH2:26][C:27]([CH3:41])([CH3:40])[CH2:28][C@H:29]([NH:32][C:33]([O:35][C:36]([CH3:38])([CH3:39])[CH3:37])=[O:34])[CH:30]=[CH2:1])[CH2:16]1. (2) The product is: [F:1][C:2]1[CH:7]=[C:6]([F:8])[CH:5]=[CH:4][C:3]=1[C:13]1[N:18]=[C:17]([NH2:19])[N:16]=[C:15]([NH:20][CH3:21])[CH:14]=1. Given the reactants [F:1][C:2]1[CH:7]=[C:6]([F:8])[CH:5]=[CH:4][C:3]=1B(O)O.Cl[C:13]1[N:18]=[C:17]([NH2:19])[N:16]=[C:15]([NH:20][CH3:21])[CH:14]=1, predict the reaction product. (3) Given the reactants Cl[C:2]1[C:7]([C:8]([NH:10][C:11]2[CH:12]=[N:13][C:14]([OH:17])=[CH:15][CH:16]=2)=[O:9])=[CH:6][N:5]=[CH:4][CH:3]=1.[CH3:18][N:19]([C:23]1[CH:28]=[CH:27][CH:26]=[CH:25][CH:24]=1)[C:20](Cl)=[O:21].N12CCN(CC1)CC2.[Cl:37]CCl, predict the reaction product. The product is: [Cl:37][C:4]1[N:5]=[CH:6][C:7]([C:8]([NH:10][C:11]2[CH:16]=[CH:15][C:14]([O:17][C:20](=[O:21])[N:19]([CH3:18])[C:23]3[CH:28]=[CH:27][CH:26]=[CH:25][CH:24]=3)=[N:13][CH:12]=2)=[O:9])=[CH:2][CH:3]=1. (4) Given the reactants [CH3:1][C@@H:2]1[CH2:7][NH:6][CH2:5][CH2:4][NH:3]1.Br[C:9]1[CH:10]=[CH:11][C:12]([C:15]#[N:16])=[N:13][CH:14]=1.C1(P(C2C=CC=CC=2)C2C=CC3C(=CC=CC=3)C=2C2C3C(=CC=CC=3)C=CC=2P(C2C=CC=CC=2)C2C=CC=CC=2)C=CC=CC=1.CC(C)([O-])C.[Na+], predict the reaction product. The product is: [CH3:1][C@H:2]1[NH:3][CH2:4][CH2:5][N:6]([C:9]2[CH:10]=[CH:11][C:12]([C:15]#[N:16])=[N:13][CH:14]=2)[CH2:7]1. (5) Given the reactants [NH2:1][C:2]1[C:7]([NH2:8])=[C:6]([NH:9][C@@H:10]2[C@@H:15]3[CH2:16][C@@H:12]([CH:13]=[CH:14]3)[C@@H:11]2[C:17]([NH2:19])=[O:18])[C:5]([Cl:20])=[CH:4][N:3]=1.[CH3:21][N:22]1[CH2:27][CH2:26][N:25]([C:28](=[O:39])[CH2:29][O:30][C:31]2[CH:38]=[CH:37][C:34]([CH:35]=O)=[CH:33][CH:32]=2)[CH2:24][CH2:23]1, predict the reaction product. The product is: [Cl:20][C:5]1[C:6]([NH:9][C@@H:10]2[C@@H:15]3[CH2:16][C@@H:12]([CH:13]=[CH:14]3)[C@@H:11]2[C:17]([NH2:19])=[O:18])=[C:7]2[N:8]=[C:35]([C:34]3[CH:33]=[CH:32][C:31]([O:30][CH2:29][C:28]([N:25]4[CH2:24][CH2:23][N:22]([CH3:21])[CH2:27][CH2:26]4)=[O:39])=[CH:38][CH:37]=3)[NH:1][C:2]2=[N:3][CH:4]=1.